This data is from Forward reaction prediction with 1.9M reactions from USPTO patents (1976-2016). The task is: Predict the product of the given reaction. (1) Given the reactants [CH2:1]([C:8]1[O:12][N:11]=[C:10]([NH:13][C:14]([C:16]2[CH:21]=[CH:20][C:19]([C@H:22]3[CH2:27][CH2:26][C@H:25]([CH2:28][C:29]([O:31]C(C)(C)C)=[O:30])[CH2:24][CH2:23]3)=[CH:18][CH:17]=2)=[O:15])[N:9]=1)[C:2]1[CH:7]=[CH:6][CH:5]=[CH:4][CH:3]=1.FC(F)(F)C(O)=O, predict the reaction product. The product is: [CH2:1]([C:8]1[O:12][N:11]=[C:10]([NH:13][C:14]([C:16]2[CH:17]=[CH:18][C:19]([C@H:22]3[CH2:27][CH2:26][C@H:25]([CH2:28][C:29]([OH:31])=[O:30])[CH2:24][CH2:23]3)=[CH:20][CH:21]=2)=[O:15])[N:9]=1)[C:2]1[CH:7]=[CH:6][CH:5]=[CH:4][CH:3]=1. (2) Given the reactants [Cl:1][C:2]1[CH:7]=[N:6][NH:5][C:4](=[O:8])[CH:3]=1.Br[C:10]([CH3:13])([CH3:12])[CH3:11], predict the reaction product. The product is: [C:10]([O:8][C:4]1[N:5]=[N:6][CH:7]=[C:2]([Cl:1])[CH:3]=1)([CH3:13])([CH3:12])[CH3:11].